From a dataset of Experimentally validated miRNA-target interactions with 360,000+ pairs, plus equal number of negative samples. Binary Classification. Given a miRNA mature sequence and a target amino acid sequence, predict their likelihood of interaction. (1) The miRNA is hsa-miR-7112-3p with sequence UGCAUCACAGCCUUUGGCCCUAG. The protein sequence of the target gene is METVVIVAIGVLATIFLASFAALVLVCRQRYCRPRDLLQRYDSKPIVDLIGAMETQSEPSELELDDVVITNPHIEAILENEDWIEDASGLMSHCIAILKICHTLTEKLVAMTMGSGAKMKTSASVSDIIVVAKRISPRVDDVVKSMYPPLDPKLLDARTTALLLSVSHLVLVTRNACHLTGGLDWIDQSLSAAEEHLEVLREAALASEPDKGLPGPEGFLQEQSAI. Result: 0 (no interaction). (2) The miRNA is hsa-miR-1297 with sequence UUCAAGUAAUUCAGGUG. The protein sequence of the target gene is MQQPQPQGQQQPGPGQQLGGQGAAPGAGGGPGGGPGPGPCLRRELKLLESIFHRGHERFRIASACLDELSCEFLLAGAGGAGAGAAPGPHLPPRGSVPGDPVRIHCNITESYPAVPPIWSVESDDPNLAAVLERLVDIKKGNTLLLQHLKRIISDLCKLYNLPQHPDVEMLDQPLPAEQCTQEDVSSEDEDEEMPEDTEDLDHYEMKEEEPAEGKKSEDDGIGKENLAILEKIKKNQRQDYLNGAVSGSVQATDRLMKELRDIYRSQSFKGGNYAVELVNDSLYDWNVKLLKVDQDSALH.... Result: 0 (no interaction).